From a dataset of KCNQ2 potassium channel screen with 302,405 compounds. Binary Classification. Given a drug SMILES string, predict its activity (active/inactive) in a high-throughput screening assay against a specified biological target. (1) The molecule is S(=O)(=O)(N1CC(CC1)c1ccccc1)c1cc([nH]c1)C(OC)=O. The result is 0 (inactive). (2) The drug is S=C(N1CCN(CC1)c1ccccc1)NCCCN1CCOCC1. The result is 0 (inactive). (3) The molecule is S1C(CC)C(=O)N=C1N\N=C\c1occc1. The result is 0 (inactive). (4) The molecule is Clc1c(NC(=O)C(=O)CC(=O)c2ccc(OC)cc2)cccc1. The result is 0 (inactive). (5) The molecule is Clc1ccc(CC(=O)N\N=C\c2cc(O)ccc2)cc1. The result is 0 (inactive). (6) The compound is Fc1ccc(n2c3c(n(C(C)C)c(c3)C(OC)=O)cc2)cc1. The result is 0 (inactive). (7) The compound is O1C(CCC1)CNC(=O)Nc1c(cccc1)C. The result is 0 (inactive). (8) The result is 0 (inactive). The molecule is S(=O)(=O)(N1CCSCC1)c1c(OC)ccc(c1)C(O)=O. (9) The compound is S(=O)(=O)(N)c1cc(NC(=O)COC(=O)CC2C3CC(C2)CC3)ccc1. The result is 0 (inactive). (10) The compound is o1nc(cc1Cn1nc(cc1C(=O)NCc1ccc(cc1)C)c1ccccc1)C. The result is 0 (inactive).